From a dataset of Drug-target binding data from BindingDB using IC50 measurements. Regression. Given a target protein amino acid sequence and a drug SMILES string, predict the binding affinity score between them. We predict pIC50 (pIC50 = -log10(IC50 in M); higher means more potent). Dataset: bindingdb_ic50. (1) The small molecule is CC(=O)N1CCC(C(=O)N2CC[C@@H](N(C)C(=O)c3cc(C(F)(F)F)cc(C(F)(F)F)c3)[C@H](c3ccc(Cl)c(Cl)c3)C2)CC1. The target protein (Q9UHF0) has sequence MRIMLLFTAILAFSLAQSFGAVCKEPQEEVVPGGGRSKRDPDLYQLLQRLFKSHSSLEGLLKALSQASTDPKESTSPEKRDMHDFFVGLMGKRSVQPDSPTDVNQENVPSFGILKYPPRAE. The pIC50 is 6.5. (2) The drug is Cc1csc2nc([C@H](C)NC(=O)/C=C/c3ccc(Br)s3)oc(=O)c12. The target protein (P03234) has sequence MVQAPSVYVCGFVERPDAPPKDACLHLDPLTVKSQLPLKKPLPLTVEHLPDAPVGSVFGLYQSRAGLFSAASITSGDFLSLLDSIYHDCDIAQSQRLPLPREPKVEALHAWLPSLSLASLHPDIPQTTADGGKLSFFDHVSICALGRRRGTTAVYGTDLAWVLKHFSDLEPSIAAQIENDANAAKRESGCPEDHPLPLTKLIAKAIDAGFLRNRVETLRQDRGVANIPAESYLKASDAPDLQKPDKALQSPPPASTDPATMLSGNAGEGATACGGSAAAGQDLISVPRNTFMTLLQTNLDNKPPRQTPLPYAAPLPPFSHQAIATAPSYGPGAGAVAPAGGYFTSPGGYYAGPAGGDPGAFLAMDAHTYHPHPHPPPAYFGLPGLFGPPPPVPPYYGSHLRADYVPAPSRSNKRKRDPEEDEEGGGLFPGEDATLYRKDIAGLSKSVNELQHTLQALRRETLSYGHTGVGYCPQQGPCYTHSGPYGFQPHQSYEVPRYVP.... The pIC50 is 6.7. (3) The small molecule is CS[C@H]1O[C@@H](c2ccc(C)c(Cc3ccc(OCCNC(C)(C)CO)cc3)c2)[C@H](O)[C@@H](O)[C@@H]1O. The target protein (P31639) has sequence MEEHTEAGSAPEMGAQKALIDNPADILVIAAYFLLVIGVGLWSMCRTNRGTVGGYFLAGRSMVWWPVGASLFASNIGSGHFVGLAGTGAASGLAVAGFEWNALFVVLLLGWLFAPVYLTAGVITMPQYLRKRFGGRRIRLYLSVLSLFLYIFTKISVDMFSGAVFIQQALGWNIYASVIALLGITMIYTVTGGLAALMYTDTVQTFVILGGACILMGYAFHEVGGYSGLFDKYLGAATSLTVSEDPAVGNISSFCYRPRPDSYHLLRHPVTGDLPWPALLLGLTIVSGWYWCSDQVIVQRCLAGKSLTHIKAGCILCGYLKLTPMFLMVMPGMISRILYPDEVACVVPEVCRRVCGTEVGCSNIAYPRLVVKLMPNGLRGLMLAVMLAALMSSLASIFNSSSTLFTMDIYTRLRPRAGDRELLLVGRLWVVFIVVVSVAWLPVVQAAQGGQLFDYIQAVSSYLAPPVSAVFVLALFVPRVNEQGAFWGLIGGLLMGLARL.... The pIC50 is 8.0.